Dataset: Reaction yield outcomes from USPTO patents with 853,638 reactions. Task: Predict the reaction yield, written as a fraction of the theoretical maximum amount of product (1.0 means a 100% yield; for example, 0.34 means a 34% yield). (1) The reactants are [NH2:1][C:2]1[CH:19]=[CH:18][C:5]([CH2:6][NH:7][C:8](=[O:17])[C:9]2[CH:14]=[CH:13][C:12]([O:15][CH3:16])=[CH:11][CH:10]=2)=[CH:4][CH:3]=1.S(O)(O)(=O)=O.Cl[C:26]1[NH:27][CH2:28][CH2:29][N:30]=1. The catalyst is CC(O)C. The product is [NH:30]1[CH2:29][CH2:28][N:27]=[C:26]1[NH:1][C:2]1[CH:19]=[CH:18][C:5]([CH2:6][NH:7][C:8](=[O:17])[C:9]2[CH:14]=[CH:13][C:12]([O:15][CH3:16])=[CH:11][CH:10]=2)=[CH:4][CH:3]=1. The yield is 0.614. (2) The reactants are [O:1]1[CH2:5][CH2:4][CH2:3][CH2:2]1.BrC1C=C[C:10]([S:13][C:14]2[CH:19]=[CH:18][CH:17]=[CH:16][CH:15]=2)=[N:11][CH:12]=1.C([Li])CCC.CN(C)C=O. The catalyst is O. The product is [C:14]1([S:13][C:10]2[N:11]=[CH:12][C:4]([CH:5]=[O:1])=[CH:3][CH:2]=2)[CH:19]=[CH:18][CH:17]=[CH:16][CH:15]=1. The yield is 0.320. (3) The reactants are [CH:1]1([OH:7])[CH2:6][CH2:5][CH2:4][CH2:3][CH2:2]1.[H-].[Na+].[NH2:10][C:11]1[CH:18]=[CH:17][CH:16]=[C:15](F)[C:12]=1[C:13]#[N:14]. The catalyst is C1COCC1. The product is [NH2:10][C:11]1[CH:18]=[CH:17][CH:16]=[C:15]([O:7][CH:1]2[CH2:6][CH2:5][CH2:4][CH2:3][CH2:2]2)[C:12]=1[C:13]#[N:14]. The yield is 0.560.